This data is from Forward reaction prediction with 1.9M reactions from USPTO patents (1976-2016). The task is: Predict the product of the given reaction. (1) Given the reactants CC([N:5]([CH2:9][CH:10]([NH:18][C:19]([C:21]1[N:22]([CH3:32])[C:23]([C:26]2[N:30]([CH3:31])[N:29]=[CH:28][CH:27]=2)=[CH:24][CH:25]=1)=[O:20])[CH2:11][C:12]1[CH:17]=[CH:16][CH:15]=[CH:14][CH:13]=1)C(=O)[O-])(C)C.Cl, predict the reaction product. The product is: [NH2:5][CH2:9][CH:10]([NH:18][C:19]([C:21]1[N:22]([CH3:32])[C:23]([C:26]2[N:30]([CH3:31])[N:29]=[CH:28][CH:27]=2)=[CH:24][CH:25]=1)=[O:20])[CH2:11][C:12]1[CH:17]=[CH:16][CH:15]=[CH:14][CH:13]=1. (2) Given the reactants [NH2:1][CH:2]1[CH2:5][N:4]([C:6]([O:8][C:9]([CH3:12])([CH3:11])[CH3:10])=[O:7])[CH2:3]1.[O:13]=[C:14]([CH3:17])[CH:15]=O, predict the reaction product. The product is: [O:13]=[C:14]([CH3:17])/[CH:15]=[N:1]/[CH:2]1[CH2:3][N:4]([C:6]([O:8][C:9]([CH3:12])([CH3:11])[CH3:10])=[O:7])[CH2:5]1. (3) Given the reactants [C:1]([O:5][C:6](=[O:23])[NH:7][C@@H:8]1[CH2:12][CH2:11][N:10]([C:13](=[O:22])[CH2:14][N:15]2[CH2:20][CH2:19][CH:18]([OH:21])[CH2:17][CH2:16]2)[CH2:9]1)([CH3:4])([CH3:3])[CH3:2].[CH:24]1[CH:29]=[CH:28][C:27]([C:30]2[C:35]([N:36]=[C:37]=[O:38])=[CH:34][CH:33]=[CH:32][CH:31]=2)=[CH:26][CH:25]=1.CC#N.FC(F)(F)C(O)=O, predict the reaction product. The product is: [C:1]([O:5][C:6](=[O:23])[NH:7][C@@H:8]1[CH2:12][CH2:11][N:10]([C:13](=[O:22])[CH2:14][N:15]2[CH2:16][CH2:17][CH:18]([O:21][C:37](=[O:38])[NH:36][C:35]3[CH:34]=[CH:33][CH:32]=[CH:31][C:30]=3[C:27]3[CH:26]=[CH:25][CH:24]=[CH:29][CH:28]=3)[CH2:19][CH2:20]2)[CH2:9]1)([CH3:4])([CH3:2])[CH3:3]. (4) Given the reactants C(OC([N:8]1[C:16]2[C:11](=[CH:12][C:13]([S:17]([N:20]3[CH2:25][CH2:24][N:23](C(OC(C)(C)C)=O)[CH2:22][CH2:21]3)(=[O:19])=[O:18])=[CH:14][CH:15]=2)[CH:10]=[C:9]1B(O)O)=O)(C)(C)C.I[C:37]1[C:38](=[O:47])[NH:39][C:40]2[C:45]([CH:46]=1)=[CH:44][CH:43]=[CH:42][CH:41]=2.[Cl-].[Li+].C(=O)([O-])[O-].[Na+].[Na+], predict the reaction product. The product is: [N:20]1([S:17]([C:13]2[CH:12]=[C:11]3[C:16](=[CH:15][CH:14]=2)[NH:8][C:9]([C:37]2[C:38](=[O:47])[NH:39][C:40]4[C:45]([CH:46]=2)=[CH:44][CH:43]=[CH:42][CH:41]=4)=[CH:10]3)(=[O:19])=[O:18])[CH2:25][CH2:24][NH:23][CH2:22][CH2:21]1. (5) Given the reactants [Cl:1][C:2]1[N:3]=[CH:4][CH:5]=[C:6]2[CH:10]=[C:9]([CH:11]=O)[NH:8][C:7]=12.[CH:13]1([NH2:18])[CH2:17][CH2:16][CH2:15][CH2:14]1.[BH4-].[Na+], predict the reaction product. The product is: [ClH:1].[Cl:1][C:2]1[N:3]=[CH:4][CH:5]=[C:6]2[CH:10]=[C:9]([CH2:11][NH:18][CH:13]3[CH2:17][CH2:16][CH2:15][CH2:14]3)[NH:8][C:7]=12. (6) Given the reactants [C:1]([C:3]1[CH:17]=[CH:16][C:6]2[N:7]=[C:8]([NH:10][C:11]([NH:13][CH2:14][CH3:15])=[O:12])[S:9][C:5]=2[CH:4]=1)#[N:2].[H-].[Al+3].[Li+].[H-].[H-].[H-], predict the reaction product. The product is: [NH2:2][CH2:1][C:3]1[CH:17]=[CH:16][C:6]2[N:7]=[C:8]([NH:10][C:11]([NH:13][CH2:14][CH3:15])=[O:12])[S:9][C:5]=2[CH:4]=1. (7) Given the reactants [Cl:1][C:2]1[CH:3]=[C:4]([NH:19][C:20](=[O:22])[CH3:21])[CH:5]=[C:6]([Cl:18])[C:7]=1[C:8]1[S:9][C:10]2[C:11](Cl)=[N:12][CH:13]=[CH:14][C:15]=2[N:16]=1.[CH3:23][C:24]1[N:29]=[CH:28][N:27]=[C:26]([NH2:30])[CH:25]=1.CC1(C)C2C(=C(P(C3C=CC=CC=3)C3C=CC=CC=3)C=CC=2)OC2C(P(C3C=CC=CC=3)C3C=CC=CC=3)=CC=CC1=2.C([O-])([O-])=O.[Cs+].[Cs+], predict the reaction product. The product is: [Cl:1][C:2]1[CH:3]=[C:4]([NH:19][C:20](=[O:22])[CH3:21])[CH:5]=[C:6]([Cl:18])[C:7]=1[C:8]1[S:9][C:10]2[C:11]([NH:30][C:26]3[CH:25]=[C:24]([CH3:23])[N:29]=[CH:28][N:27]=3)=[N:12][CH:13]=[CH:14][C:15]=2[N:16]=1.